This data is from Reaction yield outcomes from USPTO patents with 853,638 reactions. The task is: Predict the reaction yield, written as a fraction of the theoretical maximum amount of product (1.0 means a 100% yield; for example, 0.34 means a 34% yield). The reactants are [F:1][C:2]1[CH:7]=[C:6]([C:8]([OH:10])=O)[CH:5]=[CH:4][C:3]=1[C:11]1[CH:16]=[CH:15][C:14]([O:17][CH2:18][CH:19]2[CH2:24][CH2:23][N:22]([CH2:25][C:26]([F:29])([CH3:28])[CH3:27])[CH2:21][CH2:20]2)=[CH:13][C:12]=1[F:30].[NH:31]1[CH2:35][CH2:34][CH2:33][C@@H:32]1[CH2:36][OH:37].CCN(CC)CC.[NH4+].[Cl-]. The catalyst is CN(C=O)C. The product is [F:1][C:2]1[CH:7]=[C:6]([C:8]([N:31]2[CH2:35][CH2:34][CH2:33][C@@H:32]2[CH2:36][OH:37])=[O:10])[CH:5]=[CH:4][C:3]=1[C:11]1[CH:16]=[CH:15][C:14]([O:17][CH2:18][CH:19]2[CH2:20][CH2:21][N:22]([CH2:25][C:26]([F:29])([CH3:28])[CH3:27])[CH2:23][CH2:24]2)=[CH:13][C:12]=1[F:30]. The yield is 0.470.